Dataset: Forward reaction prediction with 1.9M reactions from USPTO patents (1976-2016). Task: Predict the product of the given reaction. (1) Given the reactants [CH2:1]([O:8][C:9]1[C:14]([C:15]([N:17]2[CH2:21][CH2:20][S:19][C:18]2=[S:22])=[O:16])=[CH:13][C:12]([C:23]([N:25]2[CH2:29][CH2:28]SC2=S)=[O:24])=[CH:11][C:10]=1[C:31]([N:33]1[CH2:37][CH2:36][S:35][C:34]1=[S:38])=[O:32])[C:2]1[CH:7]=[CH:6][CH:5]=[CH:4][CH:3]=1.[CH3:39][O:40]CCN.CO, predict the reaction product. The product is: [CH2:1]([O:8][C:9]1[C:14]([C:15]([N:17]2[CH2:21][CH2:20][S:19][C:18]2=[S:22])=[O:16])=[CH:13][C:12]([C:23]([NH:25][CH2:29][CH2:28][O:40][CH3:39])=[O:24])=[CH:11][C:10]=1[C:31]([N:33]1[CH2:37][CH2:36][S:35][C:34]1=[S:38])=[O:32])[C:2]1[CH:3]=[CH:4][CH:5]=[CH:6][CH:7]=1. (2) Given the reactants [Br:1][C:2]1[CH:3]=[CH:4][C:5]([OH:24])=[C:6]([C:8]2[CH:13]=[CH:12][CH:11]=[CH:10][C:9]=2[C:14]2[N:19]=[C:18]([C:20]([O:22][CH3:23])=[O:21])[CH:17]=[CH:16][CH:15]=2)[CH:7]=1.C(=O)([O-])[O-].[K+].[K+].Br[CH2:32][C:33]([CH3:36])([CH3:35])[CH3:34], predict the reaction product. The product is: [Br:1][C:2]1[CH:3]=[CH:4][C:5]([O:24][CH2:32][C:33]([CH3:36])([CH3:35])[CH3:34])=[C:6]([C:8]2[CH:13]=[CH:12][CH:11]=[CH:10][C:9]=2[C:14]2[N:19]=[C:18]([C:20]([O:22][CH3:23])=[O:21])[CH:17]=[CH:16][CH:15]=2)[CH:7]=1.